Task: Predict the product of the given reaction.. Dataset: Forward reaction prediction with 1.9M reactions from USPTO patents (1976-2016) (1) Given the reactants CON(C)[C:4]([C:6]1[N:7]=[CH:8][N:9]([C:11]2[CH:12]=[C:13]([C:17]3[CH:22]=[CH:21][CH:20]=[CH:19][C:18]=3[O:23][CH3:24])[CH:14]=[CH:15][CH:16]=2)[CH:10]=1)=[O:5].Br[C:27]1[C:32]([CH3:33])=[CH:31][CH:30]=[CH:29][N:28]=1, predict the reaction product. The product is: [CH3:24][O:23][C:18]1[CH:19]=[CH:20][CH:21]=[CH:22][C:17]=1[C:13]1[CH:14]=[CH:15][CH:16]=[C:11]([N:9]2[CH:10]=[C:6]([C:4]([C:27]3[C:32]([CH3:33])=[CH:31][CH:30]=[CH:29][N:28]=3)=[O:5])[N:7]=[CH:8]2)[CH:12]=1. (2) Given the reactants C([O:5][C:6]([CH:8]1[CH2:12][CH:11]([O:13][C:14]2[CH:19]=[C:18]([O:20][CH3:21])[N:17]=[C:16]([O:22][CH3:23])[N:15]=2)[CH2:10][CH:9]1[C:24](=[O:36])[NH:25][C:26]1([C:31]([O:33][CH2:34][CH3:35])=[O:32])[CH2:28][CH:27]1[CH:29]=[CH2:30])=[O:7])(C)(C)C.C([SiH](CC)CC)C.C(O)(C(F)(F)F)=O, predict the reaction product. The product is: [CH3:23][O:22][C:16]1[N:15]=[C:14]([O:13][CH:11]2[CH2:12][CH:8]([C:6]([OH:7])=[O:5])[CH:9]([C:24](=[O:36])[NH:25][C:26]3([C:31]([O:33][CH2:34][CH3:35])=[O:32])[CH2:28][CH:27]3[CH:29]=[CH2:30])[CH2:10]2)[CH:19]=[C:18]([O:20][CH3:21])[N:17]=1. (3) The product is: [C:1]([O:5][C:6]([N:8]1[CH2:12][CH2:11][CH2:10][C@H:9]1[C@H:13]([S:26][CH3:27])[C@H:14]([C:16]([OH:18])=[O:17])[CH3:15])=[O:7])([CH3:4])([CH3:2])[CH3:3]. Given the reactants [C:1]([O:5][C:6]([N:8]1[CH2:12][CH2:11][CH2:10][C@H:9]1[C@H:13]([S:26][CH3:27])[C@H:14]([C:16]([O:18]CC1C=CC=CC=1)=[O:17])[CH3:15])=[O:7])([CH3:4])([CH3:3])[CH3:2], predict the reaction product. (4) Given the reactants N[C:2]1[N:9]=[CH:8][CH:7]=[CH:6][C:3]=1[C:4]#[N:5].[CH2:10](Br)[C:11]1[CH:16]=[CH:15][CH:14]=[CH:13][CH:12]=1.C(=O)([O-])[O-].[Cs+].[Cs+].C[N:25](C=O)C, predict the reaction product. The product is: [CH2:10]([NH:25][C:8]1[CH:7]=[CH:6][C:3]([C:4]#[N:5])=[CH:2][N:9]=1)[C:11]1[CH:16]=[CH:15][CH:14]=[CH:13][CH:12]=1. (5) Given the reactants Br[C:2]1[CH:3]=[CH:4][C:5]2[N:9]=[C:8]([CH2:10][N:11]3[CH2:16][CH2:15][CH:14]([C:17]4[CH:22]=[CH:21][CH:20]=[CH:19][C:18]=4[F:23])[CH2:13][CH2:12]3)[N:7]([CH3:24])[C:6]=2[CH:25]=1.[CH3:26][Zn]C, predict the reaction product. The product is: [F:23][C:18]1[CH:19]=[CH:20][CH:21]=[CH:22][C:17]=1[CH:14]1[CH2:15][CH2:16][N:11]([CH2:10][C:8]2[N:7]([CH3:24])[C:6]3[CH:25]=[C:2]([CH3:26])[CH:3]=[CH:4][C:5]=3[N:9]=2)[CH2:12][CH2:13]1.